This data is from Reaction yield outcomes from USPTO patents with 853,638 reactions. The task is: Predict the reaction yield, written as a fraction of the theoretical maximum amount of product (1.0 means a 100% yield; for example, 0.34 means a 34% yield). (1) The yield is 0.715. The product is [Cl:1][C:2]1[N:7]=[C:6]([C:8]2[S:12][C:11]([N:13]3[CH2:14][CH2:15][O:16][CH2:17][CH2:18]3)=[N:10][C:9]=2[C:19]2[C:20]([F:26])=[C:21]([NH:22][S:33]([C:29]3[CH:28]=[N:27][CH:32]=[CH:31][CH:30]=3)(=[O:35])=[O:34])[CH:23]=[CH:24][CH:25]=2)[CH:5]=[CH:4][N:3]=1. The reactants are [Cl:1][C:2]1[N:7]=[C:6]([C:8]2[S:12][C:11]([N:13]3[CH2:18][CH2:17][O:16][CH2:15][CH2:14]3)=[N:10][C:9]=2[C:19]2[C:20]([F:26])=[C:21]([CH:23]=[CH:24][CH:25]=2)[NH2:22])[CH:5]=[CH:4][N:3]=1.[N:27]1[CH:32]=[CH:31][CH:30]=[C:29]([S:33](Cl)(=[O:35])=[O:34])[CH:28]=1. No catalyst specified. (2) The reactants are [CH3:1][C:2]1[C:7]([NH2:8])=[CH:6][N:5]=[C:4]([C:9]2[CH:10]=[N:11][CH:12]=[CH:13][CH:14]=2)[CH:3]=1.[N:15]([O-])=O.[Na+]. The catalyst is CC(O)=O. The product is [N:11]1[CH:12]=[CH:13][CH:14]=[C:9]([C:4]2[CH:3]=[C:2]3[CH:1]=[N:15][NH:8][C:7]3=[CH:6][N:5]=2)[CH:10]=1. The yield is 0.500. (3) The reactants are N1C=CC=CC=1.[F:7][C:8]([F:21])([F:20])[S:9]([O:12]S(C(F)(F)F)(=O)=O)(=[O:11])=[O:10].O[C:23]1[CH:32]=[CH:31][C:30]([CH3:33])=[C:29]2[C:24]=1[CH2:25][CH2:26][C:27](=[O:34])[NH:28]2. The catalyst is ClCCl. The product is [CH3:33][C:30]1[CH:31]=[CH:32][C:23]([O:12][S:9]([C:8]([F:21])([F:20])[F:7])(=[O:11])=[O:10])=[C:24]2[C:29]=1[NH:28][C:27](=[O:34])[CH2:26][CH2:25]2. The yield is 0.970. (4) The reactants are [CH2:1]([O:3][C:4]([C:6]1[N:7]=[C:8]2[C:13]([C:14]([F:17])([F:16])[F:15])=[CH:12][C:11]([Br:18])=[CH:10][N:9]2[CH:19]=1)=[O:5])[CH3:2].S(=O)(=O)(O)O.[N+:25]([O-])([OH:27])=[O:26]. No catalyst specified. The product is [CH2:1]([O:3][C:4]([C:6]1[N:7]=[C:8]2[C:13]([C:14]([F:17])([F:15])[F:16])=[CH:12][C:11]([Br:18])=[CH:10][N:9]2[C:19]=1[N+:25]([O-:27])=[O:26])=[O:5])[CH3:2]. The yield is 0.550. (5) The reactants are [Br:1]NC(=O)CCC(N)=O.[C:10]([C:12]1[C:13]([NH:18][CH2:19][C:20]([NH2:22])=[O:21])=[N:14][CH:15]=[CH:16][CH:17]=1)#[N:11]. The catalyst is CN(C)C=O. The product is [Br:1][C:16]1[CH:17]=[C:12]([C:10]#[N:11])[C:13]([NH:18][CH2:19][C:20]([NH2:22])=[O:21])=[N:14][CH:15]=1. The yield is 0.960. (6) The reactants are [CH2:1]([N:8]1[CH2:13][CH2:12][C:11]2([CH3:17])[CH2:14][CH2:15][NH:16][CH:10]2[CH2:9]1)[C:2]1[CH:7]=[CH:6][CH:5]=[CH:4][CH:3]=1.C(N1CCC2(C)CCNC2C1=O)C1C=CC=CC=1.[H-].[H-].[H-].[H-].[Li+].[Al+3]. The catalyst is C1COCC1. The product is [CH2:1]([N:8]1[CH2:13][CH2:12][C@:11]2([CH3:17])[CH2:14][CH2:15][NH:16][C@@H:10]2[CH2:9]1)[C:2]1[CH:3]=[CH:4][CH:5]=[CH:6][CH:7]=1. The yield is 0.950.